Dataset: Cav3 T-type calcium channel HTS with 100,875 compounds. Task: Binary Classification. Given a drug SMILES string, predict its activity (active/inactive) in a high-throughput screening assay against a specified biological target. (1) The molecule is O(c1n(nc(c1)C(OCC)=O)c1ccccc1)C(=O)c1ccccc1. The result is 0 (inactive). (2) The result is 0 (inactive). The molecule is O=C(Nc1ccc(OC)nc1)C(NC(=O)c1c(cccc1)C)CC(C)C.